This data is from Peptide-MHC class I binding affinity with 185,985 pairs from IEDB/IMGT. The task is: Regression. Given a peptide amino acid sequence and an MHC pseudo amino acid sequence, predict their binding affinity value. This is MHC class I binding data. The peptide sequence is MPMKGRFPI. The MHC is HLA-B15:42 with pseudo-sequence HLA-B15:42. The binding affinity (normalized) is 0.213.